Task: Predict which catalyst facilitates the given reaction.. Dataset: Catalyst prediction with 721,799 reactions and 888 catalyst types from USPTO (1) Reactant: Br[C:2]1[CH:3]=[CH:4][C:5]([N:16]2[CH2:21][CH2:20][CH2:19][CH2:18][CH2:17]2)=[C:6](/[CH:8]=[C:9](\[CH3:15])/[C:10]([O:12][CH2:13][CH3:14])=[O:11])[CH:7]=1.[CH2:22]([O:26][CH2:27][CH2:28][O:29][C:30]1[CH:35]=[CH:34][C:33](OB(O)O)=[CH:32][CH:31]=1)[CH2:23][CH2:24][CH3:25].C(=O)([O-])[O-].[K+].[K+]. Product: [CH2:22]([O:26][CH2:27][CH2:28][O:29][C:30]1[CH:31]=[CH:32][C:33]([C:2]2[CH:3]=[CH:4][C:5]([N:16]3[CH2:21][CH2:20][CH2:19][CH2:18][CH2:17]3)=[C:6](/[CH:8]=[C:9](\[CH3:15])/[C:10]([O:12][CH2:13][CH3:14])=[O:11])[CH:7]=2)=[CH:34][CH:35]=1)[CH2:23][CH2:24][CH3:25]. The catalyst class is: 460. (2) Reactant: [C:12]([O:11][C:9](O[C:9]([O:11][C:12]([CH3:15])([CH3:14])[CH3:13])=[O:10])=[O:10])([CH3:15])([CH3:14])[CH3:13].[C:16]1([NH2:23])[CH:21]=[CH:20][CH:19]=[C:18]([NH2:22])[CH:17]=1. Product: [C:12]([O:11][C:9](=[O:10])[NH:22][C:18]1[CH:19]=[CH:20][CH:21]=[C:16]([NH2:23])[CH:17]=1)([CH3:13])([CH3:14])[CH3:15]. The catalyst class is: 12. (3) Reactant: [F:1][C:2]12[CH2:12][C:6]3([OH:13])[CH2:7][C:8]([F:11])([CH2:10][C:4](C(O)=O)([CH2:5]3)[CH2:3]1)[CH2:9]2.[CH3:17][C:18]([CH3:20])=O.Cl[C:22]([O:24][CH2:25][CH3:26])=[O:23].[N-:27]=[N+]=[N-].[Na+].[CH2:31](N(CC)CC)[CH3:32]. Product: [F:11][C:8]12[CH2:7][C:6]3([OH:13])[CH2:12][C:2]([F:1])([CH2:3][C:4]([NH:27][C:22](=[O:23])[O:24][CH2:25][C:26]4[CH:32]=[CH:31][CH:20]=[CH:18][CH:17]=4)([CH2:5]3)[CH2:10]1)[CH2:9]2. The catalyst class is: 6. (4) Reactant: [Br:1][C:2]1[CH:7]=[CH:6][C:5]([NH:8]/[N:9]=[CH:10]/[C:11]2[C:16]([F:17])=[CH:15][CH:14]=[CH:13][C:12]=2[Cl:18])=[CH:4][CH:3]=1.P(Cl)(Cl)(Cl)(Cl)[Cl:20]. Product: [Br:1][C:2]1[CH:3]=[CH:4][C:5]([NH:8][N:9]=[C:10]([Cl:20])[C:11]2[C:16]([F:17])=[CH:15][CH:14]=[CH:13][C:12]=2[Cl:18])=[CH:6][CH:7]=1. The catalyst class is: 48. (5) Reactant: C(N(C(C)C)CC)(C)C.Cl.[CH3:11][O:12][C:13](=[O:20])[C@H:14]([CH2:16][CH2:17][S:18][CH3:19])[NH2:15].[CH3:21][N:22]([CH2:24][C:25]1[CH:30]=[CH:29][C:28]([C:31]2[O:35][C:34](=[O:36])[C:33]3([CH2:41][CH2:40][CH2:39][CH2:38][CH2:37]3)[N:32]=2)=[CH:27][CH:26]=1)[CH3:23]. Product: [CH3:11][O:12][C:13](=[O:20])[C@H:14]([CH2:16][CH2:17][S:18][CH3:19])[NH:15][C:34]([C:33]1([NH:32][C:31]([C:28]2[CH:29]=[CH:30][C:25]([CH2:24][N:22]([CH3:23])[CH3:21])=[CH:26][CH:27]=2)=[O:35])[CH2:41][CH2:40][CH2:39][CH2:38][CH2:37]1)=[O:36]. The catalyst class is: 11. (6) Product: [CH3:5][O:6][C:7]1[CH:8]=[CH:9][C:10]([N:13]([N:1]=[O:3])[CH2:14][C:15]([OH:17])=[O:16])=[CH:11][CH:12]=1. Reactant: [N:1]([O-:3])=O.[Na+].[CH3:5][O:6][C:7]1[CH:12]=[CH:11][C:10]([NH:13][CH2:14][C:15]([OH:17])=[O:16])=[CH:9][CH:8]=1.Cl. The catalyst class is: 6.